This data is from Reaction yield outcomes from USPTO patents with 853,638 reactions. The task is: Predict the reaction yield, written as a fraction of the theoretical maximum amount of product (1.0 means a 100% yield; for example, 0.34 means a 34% yield). (1) The reactants are C([O:3][C:4](=[O:36])[CH:5]([C:29]1[CH:30]=[C:31]([CH3:35])[CH:32]=[CH:33][CH:34]=1)[CH2:6][C:7]1[CH:11]=[C:10]([C:12]2[CH:17]=[CH:16][C:15]([NH:18][CH2:19][CH:20]=[CH2:21])=[CH:14][CH:13]=2)[N:9]([C:22]2[CH:27]=[CH:26][C:25]([CH3:28])=[CH:24][CH:23]=2)[N:8]=1)C.C(P(C(C)(C)C)C1C=CC=CC=1C1C=CC=CC=1)(C)(C)C.[O-]P([O-])([O-])=O.[K+].[K+].[K+].C(OC(=O)C(C1C=C(C)C=CC=1)CC1C=C(C2C=CC(Br)=CC=2)N(C2C=CC(C)=CC=2)N=1)C.C(N)C=C. The catalyst is C1(C)C=CC=CC=1.O.C(OCC)(=O)C. The product is [CH2:19]([NH:18][C:15]1[CH:14]=[CH:13][C:12]([C:10]2[N:9]([C:22]3[CH:27]=[CH:26][C:25]([CH3:28])=[CH:24][CH:23]=3)[N:8]=[C:7]([CH2:6][CH:5]([C:29]3[CH:30]=[C:31]([CH3:35])[CH:32]=[CH:33][CH:34]=3)[C:4]([OH:36])=[O:3])[CH:11]=2)=[CH:17][CH:16]=1)[CH:20]=[CH2:21]. The yield is 0.470. (2) The reactants are Br[C:2]1[CH:7]=[C:6]([O:8][CH2:9][C:10]2[CH:15]=[CH:14][C:13]([O:16][CH3:17])=[CH:12][CH:11]=2)[CH:5]=[CH:4][C:3]=1[N+:18]([O-:20])=[O:19].[NH2:21][C:22]1[S:26][C:25]([C:27]([O:29][CH3:30])=[O:28])=[C:24]([O:31][C@@H:32]([C:34]2[CH:39]=[CH:38][CH:37]=[CH:36][C:35]=2[Cl:40])[CH3:33])[CH:23]=1.C(=O)([O-])[O-].[Cs+].[Cs+]. The catalyst is O1CCOCC1.[Pd].[Pd].C(=CC(C=CC1C=CC=CC=1)=O)C1C=CC=CC=1.C(=CC(C=CC1C=CC=CC=1)=O)C1C=CC=CC=1.C(=CC(C=CC1C=CC=CC=1)=O)C1C=CC=CC=1.CC1(C)C2C=CC=C(P(C3C=CC=CC=3)C3C=CC=CC=3)C=2OC2C1=CC=CC=2P(C1C=CC=CC=1)C1C=CC=CC=1. The product is [Cl:40][C:35]1[CH:36]=[CH:37][CH:38]=[CH:39][C:34]=1[C@H:32]([O:31][C:24]1[CH:23]=[C:22]([NH:21][C:2]2[CH:7]=[C:6]([O:8][CH2:9][C:10]3[CH:15]=[CH:14][C:13]([O:16][CH3:17])=[CH:12][CH:11]=3)[CH:5]=[CH:4][C:3]=2[N+:18]([O-:20])=[O:19])[S:26][C:25]=1[C:27]([O:29][CH3:30])=[O:28])[CH3:33]. The yield is 0.800. (3) The reactants are [CH3:1][Si:2]([CH3:22])([CH3:21])[CH:3]1[CH2:12][CH2:11][C:10]2[N:9]=[C:8]3[S:13][C:14]([C:16](OCC)=[O:17])=[CH:15][C:7]3=[CH:6][C:5]=2[CH2:4]1.C(C1C(=O)C(Cl)=C(Cl)C(=O)C=1C#N)#[N:24].[C:37]1([CH3:43])C=CC=CC=1. No catalyst specified. The product is [CH2:37]([C:15]1[C:7]2[C:8](=[N:9][C:10]3[C:5]([CH:6]=2)=[CH:4][C:3]([Si:2]([CH3:21])([CH3:1])[CH3:22])=[CH:12][CH:11]=3)[S:13][C:14]=1[C:16]([NH2:24])=[O:17])[CH3:43]. The yield is 0.490. (4) The reactants are [CH3:1][S:2](=[O:24])([C:18]1[CH:23]=[CH:22][CH:21]=[CH:20][CH:19]=1)=[N:3][C:4](=[O:17])[C:5]1[CH:10]=[C:9]([C:11]#[C:12][Si](C)(C)C)[CH:8]=[N:7][CH:6]=1.Br[C:26]1[S:30][C:29]([NH:31][C:32](=[O:38])[O:33][C:34]([CH3:37])([CH3:36])[CH3:35])=[N:28][CH:27]=1.C1(P(C2C=CC=CC=2)C2C=CC=CC=2)C=CC=CC=1.C(N(CC)CC)C.[H][H].N#N.[F-].C([N+](CCCC)(CCCC)CCCC)CCC. The catalyst is CN(C=O)C.Cl[Pd](Cl)([P](C1C=CC=CC=1)(C1C=CC=CC=1)C1C=CC=CC=1)[P](C1C=CC=CC=1)(C1C=CC=CC=1)C1C=CC=CC=1.[Cu]I. The product is [CH3:1][S@:2](=[N:3][C:4]([C:5]1[CH:10]=[C:9]([C:11]#[C:12][C:26]2[S:30][C:29]([NH:31][C:32](=[O:38])[O:33][C:34]([CH3:36])([CH3:35])[CH3:37])=[N:28][CH:27]=2)[CH:8]=[N:7][CH:6]=1)=[O:17])(=[O:24])[C:18]1[CH:23]=[CH:22][CH:21]=[CH:20][CH:19]=1. The yield is 0.180.